From a dataset of NCI-60 drug combinations with 297,098 pairs across 59 cell lines. Regression. Given two drug SMILES strings and cell line genomic features, predict the synergy score measuring deviation from expected non-interaction effect. (1) Drug 1: COC1=CC(=CC(=C1O)OC)C2C3C(COC3=O)C(C4=CC5=C(C=C24)OCO5)OC6C(C(C7C(O6)COC(O7)C8=CC=CS8)O)O. Drug 2: CC1=C(C(=CC=C1)Cl)NC(=O)C2=CN=C(S2)NC3=CC(=NC(=N3)C)N4CCN(CC4)CCO. Cell line: 786-0. Synergy scores: CSS=59.2, Synergy_ZIP=10.7, Synergy_Bliss=10.4, Synergy_Loewe=11.2, Synergy_HSA=11.9. (2) Drug 1: CC1OCC2C(O1)C(C(C(O2)OC3C4COC(=O)C4C(C5=CC6=C(C=C35)OCO6)C7=CC(=C(C(=C7)OC)O)OC)O)O. Drug 2: C(CN)CNCCSP(=O)(O)O. Cell line: SK-MEL-2. Synergy scores: CSS=28.0, Synergy_ZIP=-6.27, Synergy_Bliss=-2.15, Synergy_Loewe=-24.7, Synergy_HSA=-2.16.